Dataset: Reaction yield outcomes from USPTO patents with 853,638 reactions. Task: Predict the reaction yield, written as a fraction of the theoretical maximum amount of product (1.0 means a 100% yield; for example, 0.34 means a 34% yield). The reactants are [CH3:1][O:2][N:3]([CH3:15])[C:4]([C:6]1[NH:14][C:9]2=[N:10][CH:11]=[CH:12][CH:13]=[C:8]2[CH:7]=1)=[O:5].[F:16][C:17]1[CH:18]=[C:19](B(O)O)[CH:20]=[CH:21][CH:22]=1.N1C=CC=CC=1. The catalyst is C(Cl)Cl. The product is [F:16][C:17]1[CH:22]=[C:21]([N:14]2[C:9]3=[N:10][CH:11]=[CH:12][CH:13]=[C:8]3[CH:7]=[C:6]2[C:4]([N:3]([O:2][CH3:1])[CH3:15])=[O:5])[CH:20]=[CH:19][CH:18]=1. The yield is 0.830.